This data is from Reaction yield outcomes from USPTO patents with 853,638 reactions. The task is: Predict the reaction yield, written as a fraction of the theoretical maximum amount of product (1.0 means a 100% yield; for example, 0.34 means a 34% yield). (1) The reactants are O.C1(C)C=CC(S(O)(=O)=O)=CC=1.[Br:13][C:14]1[CH:15]=[C:16]([C:21]2[CH:22](C(O[C@@H]3C[C@H](C)CC[C@H]3C(C)C)=O)[C:23]([C:30]3[CH:35]=[C:34]([Cl:36])[C:33]([Cl:37])=[C:32]([Cl:38])[CH:31]=3)([C:26]([F:29])([F:28])[F:27])[CH2:24][N:25]=2)[CH:17]=[CH:18][C:19]=1[F:20]. The catalyst is C1(C)C=CC=CC=1.CCOC(C)=O. The product is [Br:13][C:14]1[CH:15]=[C:16]([C:21]2[CH2:22][C:23]([C:30]3[CH:35]=[C:34]([Cl:36])[C:33]([Cl:37])=[C:32]([Cl:38])[CH:31]=3)([C:26]([F:28])([F:27])[F:29])[CH2:24][N:25]=2)[CH:17]=[CH:18][C:19]=1[F:20]. The yield is 0.915. (2) The reactants are Cl[C:2]1[N:7]=[C:6]2[N:8]([CH:11]3[CH2:16][CH2:15][CH2:14][CH2:13][O:12]3)[N:9]=[CH:10][C:5]2=[C:4]([NH:17][CH2:18][C:19]2[CH:24]=[CH:23][CH:22]=[CH:21][C:20]=2[N:25]([CH3:30])[S:26]([CH3:29])(=[O:28])=[O:27])[N:3]=1.[CH2:31]([O:38][C:39]1[C:44]([F:45])=[CH:43][C:42](B2OC(C)(C)C(C)(C)O2)=[C:41]([CH2:55][CH3:56])[CH:40]=1)[C:32]1[CH:37]=[CH:36][CH:35]=[CH:34][CH:33]=1.P([O-])([O-])([O-])=O.[K+].[K+].[K+]. The catalyst is C(O)C.O.C([O-])(=O)C.[Pd+2].C([O-])(=O)C.COC1C=CC=C(OC)C=1C1C=CC=CC=1P(C1CCCCC1)C1CCCCC1. The product is [CH2:31]([O:38][C:39]1[C:44]([F:45])=[CH:43][C:42]([C:2]2[N:7]=[C:6]3[N:8]([CH:11]4[CH2:16][CH2:15][CH2:14][CH2:13][O:12]4)[N:9]=[CH:10][C:5]3=[C:4]([NH:17][CH2:18][C:19]3[CH:24]=[CH:23][CH:22]=[CH:21][C:20]=3[N:25]([CH3:30])[S:26]([CH3:29])(=[O:28])=[O:27])[N:3]=2)=[C:41]([CH2:55][CH3:56])[CH:40]=1)[C:32]1[CH:37]=[CH:36][CH:35]=[CH:34][CH:33]=1. The yield is 0.650. (3) The reactants are [CH3:1][C:2]1[CH:3]=[C:4]([C:9]2([OH:19])[C:17]3[C:12](=[CH:13][CH:14]=[CH:15][CH:16]=3)[NH:11][C:10]2=[O:18])[CH:5]=[C:6]([CH3:8])[CH:7]=1.C(N=P1(N(CC)CC)N(C)CCCN1C)(C)(C)C.[CH2:38](Br)[C:39]1[CH:44]=[CH:43][CH:42]=[CH:41][CH:40]=1. The catalyst is C(#N)C. The product is [CH2:38]([N:11]1[C:12]2[C:17](=[CH:16][CH:15]=[CH:14][CH:13]=2)[C:9]([C:4]2[CH:3]=[C:2]([CH3:1])[CH:7]=[C:6]([CH3:8])[CH:5]=2)([OH:19])[C:10]1=[O:18])[C:39]1[CH:44]=[CH:43][CH:42]=[CH:41][CH:40]=1. The yield is 1.00. (4) The reactants are [F:1][C:2]1[CH:3]=[C:4]([CH2:8][C:9]#[N:10])[CH:5]=[CH:6][CH:7]=1.Br[CH2:12][CH2:13][CH2:14][CH2:15][CH2:16]Br.[H-].[Na+]. The catalyst is CN(C=O)C. The product is [F:1][C:2]1[CH:3]=[C:4]([C:8]2([C:9]#[N:10])[CH2:16][CH2:15][CH2:14][CH2:13][CH2:12]2)[CH:5]=[CH:6][CH:7]=1. The yield is 0.670. (5) The reactants are Br[CH:2]([CH3:9])[C:3]([CH:5]1[CH2:8][CH2:7][CH2:6]1)=O.[NH2:10][C:11]([NH2:13])=[S:12]. The catalyst is C(O)C. The product is [CH:5]1([C:3]2[N:10]=[C:11]([NH2:13])[S:12][C:2]=2[CH3:9])[CH2:8][CH2:7][CH2:6]1. The yield is 0.180. (6) The reactants are [CH3:1][O:2][C:3](=[O:38])[C:4]1[CH:9]=[CH:8][C:7]([CH2:10][N:11]2[CH:15]=[C:14]([C:16]3[CH:21]=[CH:20][C:19]([Cl:22])=[CH:18][C:17]=3[Cl:23])[N:13]=[C:12]2[CH2:24][C:25]2[CH:30]=[CH:29][C:28]([C:31]3[CH:36]=[CH:35][CH:34]=[C:33]([NH2:37])[CH:32]=3)=[CH:27][CH:26]=2)=[CH:6][CH:5]=1.[CH2:39]([S:42](Cl)(=[O:44])=[O:43])[CH2:40][CH3:41]. No catalyst specified. The product is [CH3:1][O:2][C:3](=[O:38])[C:4]1[CH:9]=[CH:8][C:7]([CH2:10][N:11]2[CH:15]=[C:14]([C:16]3[CH:21]=[CH:20][C:19]([Cl:22])=[CH:18][C:17]=3[Cl:23])[N:13]=[C:12]2[CH2:24][C:25]2[CH:30]=[CH:29][C:28]([C:31]3[CH:36]=[CH:35][CH:34]=[C:33]([NH:37][S:42]([CH2:39][CH2:40][CH3:41])(=[O:44])=[O:43])[CH:32]=3)=[CH:27][CH:26]=2)=[CH:6][CH:5]=1. The yield is 0.660.